From a dataset of Forward reaction prediction with 1.9M reactions from USPTO patents (1976-2016). Predict the product of the given reaction. The product is: [F:77][CH:48]([F:47])[CH2:49][NH:50][C:51]1[N:56]=[C:55]2[CH:57]([CH3:61])[N:58]([C:4](=[O:6])[CH2:3][O:2][CH3:1])[CH2:59][CH2:60][C:54]2=[N:53][C:52]=1[N:62]1[CH2:67][CH2:66][CH:65]([O:68][C:69]2[CH:74]=[CH:73][C:72]([F:75])=[CH:71][C:70]=2[F:76])[CH2:64][CH2:63]1.[C:41]([OH:42])([C:43]([F:46])([F:45])[F:44])=[O:40]. Given the reactants [CH3:1][O:2][CH2:3][C:4]([OH:6])=O.CN(C(ON1N=NC2C=CC=NC1=2)=[N+](C)C)C.F[P-](F)(F)(F)(F)F.CCN(C(C)C)C(C)C.[OH:40][C:41]([C:43]([F:46])([F:45])[F:44])=[O:42].[F:47][CH:48]([F:77])[CH2:49][NH:50][C:51]1[N:56]=[C:55]2[CH:57]([CH3:61])[NH:58][CH2:59][CH2:60][C:54]2=[N:53][C:52]=1[N:62]1[CH2:67][CH2:66][CH:65]([O:68][C:69]2[CH:74]=[CH:73][C:72]([F:75])=[CH:71][C:70]=2[F:76])[CH2:64][CH2:63]1, predict the reaction product.